Task: Regression. Given a peptide amino acid sequence and an MHC pseudo amino acid sequence, predict their binding affinity value. This is MHC class II binding data.. Dataset: Peptide-MHC class II binding affinity with 134,281 pairs from IEDB (1) The peptide sequence is ISRRDQRGSGQVVTY. The MHC is HLA-DQA10201-DQB10301 with pseudo-sequence HLA-DQA10201-DQB10301. The binding affinity (normalized) is 0.585. (2) The MHC is DRB1_0405 with pseudo-sequence DRB1_0405. The peptide sequence is TWYGKPTGAGPKDNG. The binding affinity (normalized) is 0.0464.